From a dataset of Full USPTO retrosynthesis dataset with 1.9M reactions from patents (1976-2016). Predict the reactants needed to synthesize the given product. (1) The reactants are: [CH3:1][Si:2]([CH3:12])([CH3:11])[C:3]1[CH:10]=[CH:9][C:6]([CH:7]=O)=[CH:5][CH:4]=1.[F:13][C:14]([F:25])([F:24])[C:15]1[CH:16]=[C:17]([CH2:21][CH2:22][NH2:23])[CH:18]=[CH:19][CH:20]=1. Given the product [F:13][C:14]([F:24])([F:25])[C:15]1[CH:16]=[C:17]([CH2:21][CH2:22][NH:23][CH2:7][C:6]2[CH:9]=[CH:10][C:3]([Si:2]([CH3:12])([CH3:11])[CH3:1])=[CH:4][CH:5]=2)[CH:18]=[CH:19][CH:20]=1, predict the reactants needed to synthesize it. (2) Given the product [C:22]([C:14]1[CH:13]=[C:12]([N:5]2[CH:6]=[C:2]([CH3:1])[C:3]([C:7]([O:9][CH3:10])=[O:8])=[CH:4]2)[CH:17]=[C:16]([C:18]2([CH3:21])[CH2:20][CH2:19]2)[CH:15]=1)([CH3:25])([CH3:23])[CH3:24], predict the reactants needed to synthesize it. The reactants are: [CH3:1][C:2]1[C:3]([C:7]([O:9][CH3:10])=[O:8])=[CH:4][NH:5][CH:6]=1.Br[C:12]1[CH:17]=[C:16]([C:18]2([CH3:21])[CH2:20][CH2:19]2)[CH:15]=[C:14]([C:22]([CH3:25])([CH3:24])[CH3:23])[CH:13]=1.CN[C@@H]1CCCC[C@H]1NC.[O-]P([O-])([O-])=O.[K+].[K+].[K+]. (3) Given the product [CH2:1]([O:8][N:9]1[C:14]2[N:15]=[CH:16][N:17]=[C:18]([CH3:19])[C:13]=2[C:12]([NH:17][CH2:18][C:13]2[CH:14]=[N:9][CH:10]=[CH:11][C:12]=2[C:23]([F:36])([F:35])[F:22])=[CH:11][C:10]1=[O:21])[C:2]1[CH:7]=[CH:6][CH:5]=[CH:4][CH:3]=1, predict the reactants needed to synthesize it. The reactants are: [CH2:1]([O:8][N:9]1[C:14]2[N:15]=[CH:16][N:17]=[C:18]([CH3:19])[C:13]=2[C:12](O)=[CH:11][C:10]1=[O:21])[C:2]1[CH:7]=[CH:6][CH:5]=[CH:4][CH:3]=1.[F:22][C:23]([F:36])([F:35])S(OS([C:23]([F:36])([F:35])[F:22])(=O)=O)(=O)=O. (4) Given the product [CH3:7][N:8]1[C:12]([CH2:13][OH:14])=[C:11]([CH3:18])[CH:10]=[N:9]1, predict the reactants needed to synthesize it. The reactants are: [H-].[H-].[H-].[H-].[Li+].[Al+3].[CH3:7][N:8]1[C:12]([C:13](OCC)=[O:14])=[C:11]([CH3:18])[CH:10]=[N:9]1. (5) Given the product [C:17]([C:19]1[N:24]=[CH:23][C:22]([C:25]2[C:37]3[C:36]4[C:31](=[CH:32][CH:33]=[CH:34][CH:35]=4)[N:30]([C:38]4[CH:39]=[CH:40][C:41]([C:42]([O:44][C:45]([CH3:46])([CH3:47])[CH3:48])=[O:43])=[C:49]([NH:16][CH:11]5[CH2:10][CH:9]6[N:8]([CH3:7])[CH:13]([CH2:14][CH2:15]6)[CH2:12]5)[CH:50]=4)[C:29]=3[CH:28]=[CH:27][CH:26]=2)=[CH:21][CH:20]=1)#[N:18], predict the reactants needed to synthesize it. The reactants are: C(=O)([O-])[O-].[K+].[K+].[CH3:7][N:8]1[CH:13]2[CH2:14][CH2:15][CH:9]1[CH2:10][CH:11]([NH2:16])[CH2:12]2.[C:17]([C:19]1[N:24]=[CH:23][C:22]([C:25]2[C:37]3[C:36]4[C:31](=[CH:32][CH:33]=[CH:34][CH:35]=4)[N:30]([C:38]4[CH:50]=[CH:49][C:41]([C:42]([O:44][C:45]([CH3:48])([CH3:47])[CH3:46])=[O:43])=[C:40](F)[CH:39]=4)[C:29]=3[CH:28]=[CH:27][CH:26]=2)=[CH:21][CH:20]=1)#[N:18]. (6) Given the product [CH3:1][N:2]([C:4]([NH:6][C:7]([NH2:9])=[NH:8])=[NH:5])[CH3:3], predict the reactants needed to synthesize it. The reactants are: [CH3:1][N:2]([C:4]([N:6]=[C:7]([NH2:9])[NH2:8])=[NH:5])[CH3:3].Cl.C([O-])(=O)CCCCCCCCCCCCCCCCC.[Mg+2].C([O-])(=O)CCCCCCCCCCCCCCCCC.